Dataset: Forward reaction prediction with 1.9M reactions from USPTO patents (1976-2016). Task: Predict the product of the given reaction. (1) Given the reactants [Cl:1][C:2]1[CH:3]=[C:4]([CH:27]=[CH:28][C:29]=1[F:30])[NH:5][C:6]1[C:15]2[C:10](=[CH:11][C:12]([O:22][CH2:23][CH2:24][CH2:25]Cl)=[CH:13][C:14]=2[O:16][CH:17]2[CH2:21][CH2:20][O:19][CH2:18]2)[N:9]=[CH:8][N:7]=1.[NH:31]1[CH2:36][CH2:35][NH:34][CH2:33][C:32]1=[O:37], predict the reaction product. The product is: [Cl:1][C:2]1[CH:3]=[C:4]([CH:27]=[CH:28][C:29]=1[F:30])[NH:5][C:6]1[C:15]2[C:10](=[CH:11][C:12]([O:22][CH2:23][CH2:24][CH2:25][N:34]3[CH2:35][CH2:36][NH:31][C:32](=[O:37])[CH2:33]3)=[CH:13][C:14]=2[O:16][CH:17]2[CH2:21][CH2:20][O:19][CH2:18]2)[N:9]=[CH:8][N:7]=1. (2) Given the reactants [Cl:1][C:2]1[CH:7]=[CH:6][N:5]2[N:8]=[C:9]([C:15]3[CH:20]=[CH:19][C:18]([O:21][CH3:22])=[CH:17][CH:16]=3)[C:10]([CH:11]([OH:14])[C:12]#[CH:13])=[C:4]2[CH:3]=1, predict the reaction product. The product is: [Cl:1][C:2]1[CH:7]=[CH:6][N:5]2[N:8]=[C:9]([C:15]3[CH:16]=[CH:17][C:18]([O:21][CH3:22])=[CH:19][CH:20]=3)[C:10]([C:11](=[O:14])[C:12]#[CH:13])=[C:4]2[CH:3]=1. (3) Given the reactants [NH2:1][C:2]1[S:3][C:4]([Cl:7])=[CH:5][N:6]=1.Cl[C:9](=[O:14])[C:10]([O:12][CH3:13])=[O:11], predict the reaction product. The product is: [CH3:13][O:12][C:10](=[O:11])[C:9]([NH:1][C:2]1[S:3][C:4]([Cl:7])=[CH:5][N:6]=1)=[O:14]. (4) The product is: [CH3:7][O:8][C:9](=[O:32])/[C:10](/[NH:21][C:22]([O:24][CH2:25][C:26]1[CH:27]=[CH:28][CH:29]=[CH:30][CH:31]=1)=[O:23])=[CH:38]/[C:37]1[CH:40]=[CH:41][C:42]([N:43]2[CH:47]=[C:46]([CH3:48])[N:45]=[CH:44]2)=[C:35]([O:34][CH3:33])[CH:36]=1. Given the reactants CC(C)([O-])C.[K+].[CH3:7][O:8][C:9](=[O:32])[CH:10]([NH:21][C:22]([O:24][CH2:25][C:26]1[CH:31]=[CH:30][CH:29]=[CH:28][CH:27]=1)=[O:23])P(OOCC)(OOCC)=O.[CH3:33][O:34][C:35]1[CH:36]=[C:37]([CH:40]=[CH:41][C:42]=1[N:43]1[CH:47]=[C:46]([CH3:48])[N:45]=[CH:44]1)[CH:38]=O.[Cl-].[NH4+], predict the reaction product. (5) Given the reactants [Cl:1][C:2]1[C:3](F)=[CH:4][C:5]([F:22])=[C:6]([S:8]([N:11](COCC)[C:12]2[CH:17]=[CH:16][N:15]=[CH:14][N:13]=2)(=[O:10])=[O:9])[CH:7]=1.ClC1C(F)=CC(F)=C(S(/N=C2/N=CN(COCC)C=C/2)(=O)=O)C=1.[Cl:47][C:48]1[CH:53]=[CH:52][C:51]([OH:54])=[C:50]([C:55]2[N:59]([CH3:60])[N:58]=[CH:57][CH:56]=2)[CH:49]=1.C(=O)([O-])[O-].[K+].[K+], predict the reaction product. The product is: [Cl:1][C:2]1[C:3]([O:54][C:51]2[CH:52]=[CH:53][C:48]([Cl:47])=[CH:49][C:50]=2[C:55]2[N:59]([CH3:60])[N:58]=[CH:57][CH:56]=2)=[CH:4][C:5]([F:22])=[C:6]([S:8]([NH:11][C:12]2[CH:17]=[CH:16][N:15]=[CH:14][N:13]=2)(=[O:9])=[O:10])[CH:7]=1.